From a dataset of Forward reaction prediction with 1.9M reactions from USPTO patents (1976-2016). Predict the product of the given reaction. Given the reactants [Br:1][C:2]1[CH:3]=[C:4]([CH:9]=[C:10]([NH:13][C:14]([O:16][C:17]([CH3:20])([CH3:19])[CH3:18])=[O:15])[C:11]=1[Cl:12])[C:5](OC)=[O:6].[H-].[Al+3].[Li+].[H-].[H-].[H-].[OH-].[Na+].[O-]S([O-])(=O)=O.[Mg+2], predict the reaction product. The product is: [C:17]([O:16][C:14](=[O:15])[NH:13][C:10]1[CH:9]=[C:4]([CH2:5][OH:6])[CH:3]=[C:2]([Br:1])[C:11]=1[Cl:12])([CH3:20])([CH3:18])[CH3:19].